From a dataset of Catalyst prediction with 721,799 reactions and 888 catalyst types from USPTO. Predict which catalyst facilitates the given reaction. (1) Reactant: C(OC([N:8]1[CH2:13][CH2:12][CH:11]([NH:14][C:15]2[C:20]([F:21])=[CH:19][N:18]=[C:17]([Cl:22])[N:16]=2)[CH2:10][CH2:9]1)=O)(C)(C)C. Product: [ClH:22].[ClH:22].[Cl:22][C:17]1[N:16]=[C:15]([NH:14][CH:11]2[CH2:10][CH2:9][NH:8][CH2:13][CH2:12]2)[C:20]([F:21])=[CH:19][N:18]=1. The catalyst class is: 89. (2) Reactant: [Cl-].[Cl-].[Cl-].[Al+3].[Br:5][C:6]1[CH:7]=[C:8]2[CH:14]=[CH:13][NH:12][C:9]2=[N:10][CH:11]=1.[F:15][C:16]1[C:24]([NH:25][S:26]([CH2:29][CH2:30][CH3:31])(=[O:28])=[O:27])=[CH:23][CH:22]=[C:21]([F:32])[C:17]=1[C:18](Cl)=[O:19].O. Product: [Br:5][C:6]1[CH:7]=[C:8]2[C:14]([C:18]([C:17]3[C:16]([F:15])=[C:24]([NH:25][S:26]([CH2:29][CH2:30][CH3:31])(=[O:28])=[O:27])[CH:23]=[CH:22][C:21]=3[F:32])=[O:19])=[CH:13][NH:12][C:9]2=[N:10][CH:11]=1. The catalyst class is: 2. (3) Reactant: [CH3:1][C:2]1[C:7]([O:8][C:9]2[CH:14]=[CH:13][N:12]=[C:11]([NH:15][C:16]3[CH:17]=[C:18]([CH:22]=[CH:23][CH:24]=3)[C:19]([O-])=[O:20])[CH:10]=2)=[CH:6][CH:5]=[C:4]([CH3:25])[N:3]=1.[Na+].ON1C2C=CC=CC=2N=N1.[CH:37]1([NH:40][CH:41]2[CH2:46][CH2:45][N:44]([CH3:47])[CH2:43][CH2:42]2)[CH2:39][CH2:38]1.C(=O)([O-])[O-]. Product: [CH:37]1([N:40]([CH:41]2[CH2:42][CH2:43][N:44]([CH3:47])[CH2:45][CH2:46]2)[C:19](=[O:20])[C:18]2[CH:22]=[CH:23][CH:24]=[C:16]([NH:15][C:11]3[CH:10]=[C:9]([O:8][C:7]4[C:2]([CH3:1])=[N:3][C:4]([CH3:25])=[CH:5][CH:6]=4)[CH:14]=[CH:13][N:12]=3)[CH:17]=2)[CH2:39][CH2:38]1. The catalyst class is: 1. (4) Reactant: [NH2:1][C@H:2]1[CH2:7][CH2:6][C@H:5]([OH:8])[CH2:4][CH2:3]1.[C:9](=O)([O-:15])[O:10][C:11]([CH3:14])([CH3:13])[CH3:12].[C:9](=O)([O-:15])[O:10][C:11]([CH3:14])([CH3:13])[CH3:12]. Product: [C:11]([O:10][C:9](=[O:15])[NH:1][C@H:2]1[CH2:7][CH2:6][C@H:5]([OH:8])[CH2:4][CH2:3]1)([CH3:14])([CH3:13])[CH3:12]. The catalyst class is: 1. (5) The catalyst class is: 717. Reactant: [CH3:1][O:2][C:3](=[O:12])[C:4]1[C:9]([CH3:10])=[CH:8][CH:7]=[CH:6][C:5]=1[I:11].[Br:13]N1C(=O)CCC1=O. Product: [CH3:1][O:2][C:3](=[O:12])[C:4]1[C:5]([I:11])=[CH:6][CH:7]=[CH:8][C:9]=1[CH2:10][Br:13]. (6) Reactant: [N:1]1[C:6]2[S:7][CH:8]=[CH:9][C:5]=2[C:4](=[O:10])[NH:3][CH:2]=1.C1CN([P+](O[N:28]2[N:36]=[N:35][C:30]3[CH:31]=[CH:32][CH:33]=[N:34][C:29]2=3)(N2CCCC2)N2CCCC2)CC1.F[P-](F)(F)(F)(F)F.C1CCN2C(=NCCC2)CC1. Product: [N:35]1[C:30]2[C:29](=[N:34][CH:33]=[CH:32][CH:31]=2)[N:28]([O:10][C:4]2[C:5]3[CH:9]=[CH:8][S:7][C:6]=3[N:1]=[CH:2][N:3]=2)[N:36]=1. The catalyst class is: 23. (7) Reactant: [CH:1]1([C:7]([N:9]([C:27]2[CH:32]=[CH:31][CH:30]=[CH:29][C:28]=2[O:33][C:34]([F:37])([F:36])[F:35])[CH2:10][CH2:11][N:12]2[CH2:17][CH2:16][N:15]([C:18]3[CH:23]=[CH:22][C:21]([OH:24])=[CH:20][C:19]=3[O:25][CH3:26])[CH2:14][CH2:13]2)=[O:8])[CH2:6][CH2:5][CH2:4][CH2:3][CH2:2]1.CCN(CC)CC.[CH3:45][C:46](Cl)=[O:47]. Product: [CH:1]1([C:7]([N:9]([C:27]2[CH:32]=[CH:31][CH:30]=[CH:29][C:28]=2[O:33][C:34]([F:36])([F:37])[F:35])[CH2:10][CH2:11][N:12]2[CH2:13][CH2:14][N:15]([C:18]3[CH:23]=[CH:22][C:21]([O:24][C:46](=[O:47])[CH3:45])=[CH:20][C:19]=3[O:25][CH3:26])[CH2:16][CH2:17]2)=[O:8])[CH2:6][CH2:5][CH2:4][CH2:3][CH2:2]1. The catalyst class is: 2. (8) Reactant: [C:1]1([NH:7][C:8]2[C:13]([C:14](=[O:16])[CH3:15])=[CH:12][CH:11]=[CH:10][N:9]=2)[CH:6]=[CH:5][CH:4]=[CH:3][CH:2]=1.[CH3:17][O:18][C:19](=[O:30])[C:20]1[CH:25]=[CH:24][C:23]([CH:26]=O)=[C:22]([O:28][CH3:29])[CH:21]=1.C[O-].[Na+].Cl. Product: [CH3:17][O:18][C:19](=[O:30])[C:20]1[CH:25]=[CH:24][C:23](/[CH:26]=[CH:15]/[C:14](=[O:16])[C:13]2[C:8]([NH:7][C:1]3[CH:6]=[CH:5][CH:4]=[CH:3][CH:2]=3)=[N:9][CH:10]=[CH:11][CH:12]=2)=[C:22]([O:28][CH3:29])[CH:21]=1. The catalyst class is: 24.